This data is from Forward reaction prediction with 1.9M reactions from USPTO patents (1976-2016). The task is: Predict the product of the given reaction. (1) Given the reactants [S:1]1[CH:5]=[CH:4][N:3]=[C:2]1[C:6]1[CH:13]=[CH:12][C:9]([CH2:10]Br)=[CH:8][CH:7]=1.[NH:14]([C:22]([O:24][C:25]([CH3:28])([CH3:27])[CH3:26])=[O:23])[C:15]([O:17][C:18]([CH3:21])([CH3:20])[CH3:19])=[O:16].C(=O)([O-])[O-].[K+].[K+].O, predict the reaction product. The product is: [C:25]([O:24][C:22]([N:14]([CH2:10][C:9]1[CH:12]=[CH:13][C:6]([C:2]2[S:1][CH:5]=[CH:4][N:3]=2)=[CH:7][CH:8]=1)[C:15]([O:17][C:18]([CH3:21])([CH3:20])[CH3:19])=[O:16])=[O:23])([CH3:28])([CH3:27])[CH3:26]. (2) The product is: [C:8]([C:5]1[CH:4]=[C:3]([CH2:1][CH3:2])[C:7](=[C:23]([C:31]2[CH:36]=[CH:35][CH:34]=[CH:33][CH:32]=2)[C:24]2[CH:29]=[CH:28][CH:27]=[CH:26][CH:25]=2)[CH:6]=1)([CH3:11])([CH3:10])[CH3:9]. Given the reactants [CH2:1]([C:3]1[CH2:7][CH:6]=[C:5]([C:8]([CH3:11])([CH3:10])[CH3:9])[CH:4]=1)[CH3:2].CCCCCC.C([Li])CCC.[C:23]([C:31]1[CH:36]=[CH:35][CH:34]=[CH:33][CH:32]=1)(=O)[C:24]1[CH:29]=[CH:28][CH:27]=[CH:26][CH:25]=1.Cl, predict the reaction product. (3) Given the reactants Br[CH2:2][CH:3]1[CH2:16][C:15]2[C:14]3[C:9](=[CH:10][CH:11]=[C:12]([O:18][CH3:19])[C:13]=3[F:17])[N:8]=[CH:7][C:6]=2[O:5][CH2:4]1.C(OC([N:27]1[CH2:32][CH2:31][CH:30]([NH2:33])[CH2:29][CH2:28]1)=O)(C)(C)C.[O:34]=[C:35]1[NH:40][C:39]2[CH:41]=[C:42]([C:45](O)=[O:46])[CH:43]=[CH:44][C:38]=2[S:37][CH2:36]1, predict the reaction product. The product is: [F:17][C:13]1[C:12]([O:18][CH3:19])=[CH:11][CH:10]=[C:9]2[C:14]=1[C:15]1[CH2:16][CH:3]([CH2:2][N:27]3[CH2:28][CH2:29][CH:30]([NH:33][C:45]([C:42]4[CH:43]=[CH:44][C:38]5[S:37][CH2:36][C:35](=[O:34])[NH:40][C:39]=5[CH:41]=4)=[O:46])[CH2:31][CH2:32]3)[CH2:4][O:5][C:6]=1[CH:7]=[N:8]2. (4) Given the reactants [CH2:1]([O:3][C:4]([C:6]1([C:29]([O:31][CH2:32][CH3:33])=[O:30])[CH2:10][CH2:9][C:8](=[O:11])[N:7]1[C:12]1[CH:13]=[N:14][C:15]([O:18][C:19]2[CH:24]=[CH:23][C:22]([C:25]([NH:27][NH2:28])=[O:26])=[CH:21][CH:20]=2)=[CH:16][CH:17]=1)=[O:5])[CH3:2].[CH3:34]OC(OC)OC, predict the reaction product. The product is: [CH2:1]([O:3][C:4]([C:6]1([C:29]([O:31][CH2:32][CH3:33])=[O:30])[CH2:10][CH2:9][C:8](=[O:11])[N:7]1[C:12]1[CH:13]=[N:14][C:15]([O:18][C:19]2[CH:24]=[CH:23][C:22]([C:25]3[O:26][CH:34]=[N:28][N:27]=3)=[CH:21][CH:20]=2)=[CH:16][CH:17]=1)=[O:5])[CH3:2]. (5) Given the reactants Cl[C:2]1[C:7]([F:8])=[C:6]([Cl:9])[N:5]=[CH:4][N:3]=1.C(=O)([O-])[O-].[K+].[K+].Cl.[CH3:17][CH:18]1[CH2:24][CH2:23][CH:22]([CH3:25])[CH2:21][CH2:20][NH:19]1.[Cl-].[NH4+], predict the reaction product. The product is: [Cl:9][C:6]1[N:5]=[CH:4][N:3]=[C:2]([N:19]2[CH2:20][CH2:21][CH:22]([CH3:25])[CH2:23][CH2:24][CH:18]2[CH3:17])[C:7]=1[F:8].